From a dataset of NCI-60 drug combinations with 297,098 pairs across 59 cell lines. Regression. Given two drug SMILES strings and cell line genomic features, predict the synergy score measuring deviation from expected non-interaction effect. (1) Drug 1: C1C(C(OC1N2C=C(C(=O)NC2=O)F)CO)O. Drug 2: CC(C)NC(=O)C1=CC=C(C=C1)CNNC.Cl. Cell line: SNB-75. Synergy scores: CSS=18.7, Synergy_ZIP=-3.40, Synergy_Bliss=1.62, Synergy_Loewe=-46.8, Synergy_HSA=1.69. (2) Drug 1: CCC1=CC2CC(C3=C(CN(C2)C1)C4=CC=CC=C4N3)(C5=C(C=C6C(=C5)C78CCN9C7C(C=CC9)(C(C(C8N6C)(C(=O)OC)O)OC(=O)C)CC)OC)C(=O)OC.C(C(C(=O)O)O)(C(=O)O)O. Drug 2: CC(C)NC(=O)C1=CC=C(C=C1)CNNC.Cl. Cell line: KM12. Synergy scores: CSS=31.5, Synergy_ZIP=-9.88, Synergy_Bliss=-11.2, Synergy_Loewe=-43.9, Synergy_HSA=-5.78. (3) Drug 1: C1CCC(C(C1)N)N.C(=O)(C(=O)[O-])[O-].[Pt+4]. Drug 2: COCCOC1=C(C=C2C(=C1)C(=NC=N2)NC3=CC=CC(=C3)C#C)OCCOC.Cl. Cell line: RPMI-8226. Synergy scores: CSS=35.4, Synergy_ZIP=-4.36, Synergy_Bliss=-2.64, Synergy_Loewe=-3.64, Synergy_HSA=-3.42. (4) Drug 1: C1=C(C(=O)NC(=O)N1)F. Drug 2: COC1=NC(=NC2=C1N=CN2C3C(C(C(O3)CO)O)O)N. Cell line: HL-60(TB). Synergy scores: CSS=64.0, Synergy_ZIP=1.38, Synergy_Bliss=0.586, Synergy_Loewe=-11.3, Synergy_HSA=2.01. (5) Synergy scores: CSS=0.669, Synergy_ZIP=-2.62, Synergy_Bliss=-1.52, Synergy_Loewe=-7.55, Synergy_HSA=-2.43. Drug 1: C1C(C(OC1N2C=NC3=C(N=C(N=C32)Cl)N)CO)O. Cell line: SK-OV-3. Drug 2: C1=NNC2=C1C(=O)NC=N2.